Dataset: Reaction yield outcomes from USPTO patents with 853,638 reactions. Task: Predict the reaction yield, written as a fraction of the theoretical maximum amount of product (1.0 means a 100% yield; for example, 0.34 means a 34% yield). (1) The reactants are [Cl:1][C:2]1[CH:7]=[CH:6][C:5]([C:8]2([OH:28])[C:16]3[C:11](=[CH:12][CH:13]=[CH:14][CH:15]=3)[C:10](=[O:17])[N:9]2[CH2:18][C:19]2[CH:24]=[CH:23][C:22]([N+:25]([O-:27])=[O:26])=[CH:21][CH:20]=2)=[CH:4][CH:3]=1.[C@H:29]1([CH2:37]O)[CH2:34][CH2:33][C@H:32]([CH2:35][OH:36])[CH2:31][CH2:30]1. No catalyst specified. The product is [Cl:1][C:2]1[CH:7]=[CH:6][C:5]([C:8]2([O:28][CH2:37][CH:29]3[CH2:34][CH2:33][CH:32]([CH2:35][OH:36])[CH2:31][CH2:30]3)[C:16]3[C:11](=[CH:12][CH:13]=[CH:14][CH:15]=3)[C:10](=[O:17])[N:9]2[CH2:18][C:19]2[CH:24]=[CH:23][C:22]([N+:25]([O-:27])=[O:26])=[CH:21][CH:20]=2)=[CH:4][CH:3]=1. The yield is 0.710. (2) The reactants are C([O:8][CH2:9][CH2:10][NH:11][C:12]([NH:14][S:15]([C:18]1[CH:23]=[CH:22][C:21]([CH3:24])=[CH:20][CH:19]=1)(=[O:17])=[O:16])=[NH:13])C1C=CC=CC=1.C.CCOC(C)=O.CCCCC.C(O)(=O)C. The catalyst is CO.[Pd]. The product is [OH:8][CH2:9][CH2:10][NH:11][C:12]([NH:14][S:15]([C:18]1[CH:19]=[CH:20][C:21]([CH3:24])=[CH:22][CH:23]=1)(=[O:17])=[O:16])=[NH:13]. The yield is 1.00.